This data is from Catalyst prediction with 721,799 reactions and 888 catalyst types from USPTO. The task is: Predict which catalyst facilitates the given reaction. (1) Product: [N:2]1([C:8]2[N:13]=[C:12]([NH:14][C:15]3[CH:16]=[CH:17][C:18]([C:21]4([CH2:26][OH:27])[CH2:22][CH2:23][CH2:24][CH2:25]4)=[CH:19][CH:20]=3)[C:11]3[CH2:29][CH2:30][CH2:31][C:10]=3[N:9]=2)[CH2:7][CH2:6][O:5][CH2:4][CH2:3]1. The catalyst class is: 7. Reactant: [Li].[N:2]1([C:8]2[N:13]=[C:12]([NH:14][C:15]3[CH:20]=[CH:19][C:18]([C:21]4([C:26](O)=[O:27])[CH2:25][CH2:24][CH2:23][CH2:22]4)=[CH:17][CH:16]=3)[C:11]3[CH2:29][CH2:30][CH2:31][C:10]=3[N:9]=2)[CH2:7][CH2:6][O:5][CH2:4][CH2:3]1. (2) Reactant: [F:1][C:2]1[CH:7]=[C:6]([O:8][C:9]2[CH:14]=[CH:13][N:12]=[C:11]([NH:15][C:16](=[O:20])[CH2:17]OC)[CH:10]=2)[C:5]([F:21])=[CH:4][C:3]=1[NH:22][C:23]([C:25]1([C:28]([NH:30][C:31]2[CH:36]=[CH:35][C:34]([F:37])=[CH:33][CH:32]=2)=[O:29])[CH2:27][CH2:26]1)=[O:24].[CH:38]1(C(O)=O)[CH2:41]C[CH2:39]1.CN(C(ON1N=NC2C=CC=NC1=2)=[N+](C)C)C.F[P-](F)(F)(F)(F)F.CCN(C(C)C)C(C)C. Product: [CH:17]1([C:16]([NH:15][C:11]2[CH:10]=[C:9]([O:8][C:6]3[C:5]([F:21])=[CH:4][C:3]([NH:22][C:23]([C:25]4([C:28]([NH:30][C:31]5[CH:36]=[CH:35][C:34]([F:37])=[CH:33][CH:32]=5)=[O:29])[CH2:26][CH2:27]4)=[O:24])=[C:2]([F:1])[CH:7]=3)[CH:14]=[CH:13][N:12]=2)=[O:20])[CH2:41][CH2:38][CH2:39]1. The catalyst class is: 3. (3) Reactant: Br[C:2]1[CH:7]=[CH:6][CH:5]=[CH:4][N:3]=1.[Li]CCCC.[CH:13]1([C:16]2[N:20]([CH3:21])[C:19]3[C:22]([C:33](N(OC)C)=[O:34])=[CH:23][C:24]([C:26]4[C:27]([CH3:32])=[N:28][O:29][C:30]=4[CH3:31])=[CH:25][C:18]=3[N:17]=2)[CH2:15][CH2:14]1. Product: [CH:13]1([C:16]2[N:20]([CH3:21])[C:19]3[C:22]([C:33]([C:2]4[CH:7]=[CH:6][CH:5]=[CH:4][N:3]=4)=[O:34])=[CH:23][C:24]([C:26]4[C:27]([CH3:32])=[N:28][O:29][C:30]=4[CH3:31])=[CH:25][C:18]=3[N:17]=2)[CH2:14][CH2:15]1. The catalyst class is: 49. (4) The catalyst class is: 156. Product: [Cl:20][C:13]1[CH:14]=[C:15]2[C:10](=[CH:11][CH:12]=1)[NH:9][CH:8]([C:3]1[CH:4]=[CH:5][CH:6]=[CH:7][C:2]=1[NH:21][C:22]([CH3:27])([CH3:26])[C:23]([OH:25])=[O:24])[CH2:17][C:16]2([CH3:19])[CH3:18]. Reactant: Br[C:2]1[CH:7]=[CH:6][CH:5]=[CH:4][C:3]=1[CH:8]1[CH2:17][C:16]([CH3:19])([CH3:18])[C:15]2[C:10](=[CH:11][CH:12]=[C:13]([Cl:20])[CH:14]=2)[NH:9]1.[NH2:21][C:22]([CH3:27])([CH3:26])[C:23]([OH:25])=[O:24].C(=O)([O-])[O-].[K+].[K+]. (5) Reactant: [CH3:1][I:2].[S:3]1[C:11]2[CH2:10][CH2:9][N:8]([C:12]([N:14]3[CH:18]=[CH:17][N:16]=[CH:15]3)=[O:13])[CH2:7][C:6]=2[CH:5]=[CH:4]1. Product: [I-:2].[S:3]1[C:11]2[CH2:10][CH2:9][N:8]([C:12]([N:14]3[CH:18]=[CH:17][N+:16]([CH3:1])=[CH:15]3)=[O:13])[CH2:7][C:6]=2[CH:5]=[CH:4]1. The catalyst class is: 10.